This data is from Forward reaction prediction with 1.9M reactions from USPTO patents (1976-2016). The task is: Predict the product of the given reaction. (1) Given the reactants Cl.[O:2]1[C:6]2[CH:7]=[CH:8][CH:9]=[C:10]([CH:11]3[CH2:16][CH2:15][N:14]([CH2:17][CH2:18][C@H:19]4[CH2:24][CH2:23][C@H:22]([NH2:25])[CH2:21][CH2:20]4)[CH2:13][CH2:12]3)[C:5]=2[O:4][CH2:3]1.[O:26]1[CH2:30][CH2:29][CH:28]([C:31](O)=[O:32])[CH2:27]1, predict the reaction product. The product is: [O:2]1[C:6]2[CH:7]=[CH:8][CH:9]=[C:10]([CH:11]3[CH2:16][CH2:15][N:14]([CH2:17][CH2:18][C@H:19]4[CH2:20][CH2:21][C@H:22]([NH:25][C:31]([CH:28]5[CH2:29][CH2:30][O:26][CH2:27]5)=[O:32])[CH2:23][CH2:24]4)[CH2:13][CH2:12]3)[C:5]=2[O:4][CH2:3]1. (2) The product is: [C:1]([NH:26][CH2:25][CH2:24][CH2:23][N:22]([CH3:27])[CH3:21])(=[O:20])[CH2:2][CH2:3][CH2:4][CH2:5][CH2:6][CH2:7][CH2:8][CH2:9][CH2:10][CH2:11][CH2:12][CH2:13][CH2:14][CH2:15][CH2:16][CH2:17][CH3:18]. Given the reactants [C:1]([OH:20])(=O)[CH2:2][CH2:3][CH2:4][CH2:5][CH2:6][CH2:7][CH2:8][CH2:9][CH2:10][CH2:11][CH2:12][CH2:13][CH2:14][CH2:15][CH2:16][CH2:17][CH3:18].[CH3:21][N:22]([CH3:27])[CH2:23][CH2:24][CH2:25][NH2:26], predict the reaction product. (3) Given the reactants [NH2:1][CH2:2][CH2:3][CH2:4][O:5][C:6]1[N:14]=[C:13]2[C:9]([N:10]=[C:11]([OH:27])[N:12]2[CH2:15][C:16]2[CH:21]=[CH:20][CH:19]=[C:18]([CH2:22][C:23]([O:25][CH3:26])=[O:24])[CH:17]=2)=[C:8]([NH2:28])[N:7]=1.C[Si]([N:33]=[C:34]=[O:35])(C)C.C(Cl)(Cl)Cl.CO, predict the reaction product. The product is: [OH:27][C:11]1[N:12]([CH2:15][C:16]2[CH:21]=[CH:20][CH:19]=[C:18]([CH2:22][C:23]([O:25][CH3:26])=[O:24])[CH:17]=2)[C:13]2[C:9]([N:10]=1)=[C:8]([NH2:28])[N:7]=[C:6]([O:5][CH2:4][CH2:3][CH2:2][NH:1][C:34]([NH2:33])=[O:35])[N:14]=2. (4) Given the reactants [H-].C([Al+]CC(C)C)C(C)C.[I:11][C:12]1[CH:23]=[C:22]([N+:24]([O-:26])=[O:25])[CH:21]=[CH:20][C:13]=1[C:14](N(OC)C)=[O:15].[Cl-].[NH4+].S([O-])([O-])(=O)=O.[Mg+2], predict the reaction product. The product is: [I:11][C:12]1[CH:23]=[C:22]([N+:24]([O-:26])=[O:25])[CH:21]=[CH:20][C:13]=1[CH:14]=[O:15]. (5) The product is: [CH:11]1([CH:6]2[CH2:5][CH2:4][CH2:3][N:9]3[N:10]=[C:35](/[CH:34]=[CH:33]/[C:23]4[CH:24]=[CH:25][C:26]([N:27]5[CH:31]=[C:30]([CH3:32])[N:29]=[CH:28]5)=[C:21]([O:20][CH3:19])[CH:22]=4)[N:39]=[C:7]23)[CH2:16][CH2:15][CH2:14][CH2:13][CH2:12]1. Given the reactants Cl.Cl[CH2:3][CH2:4][CH2:5][CH:6]([CH:11]1[CH2:16][CH2:15][CH2:14][CH2:13][CH2:12]1)[C:7]([NH:9][NH2:10])=O.Cl.Cl.[CH3:19][O:20][C:21]1[CH:22]=[C:23](/[CH:33]=[CH:34]/[C:35](=[NH:39])OCC)[CH:24]=[CH:25][C:26]=1[N:27]1[CH:31]=[C:30]([CH3:32])[N:29]=[CH:28]1.C(OCC)(=O)C.O, predict the reaction product. (6) Given the reactants [N+:1]([C:4]1[CH:5]=[C:6]([CH2:10][C:11]([OH:13])=[O:12])[CH:7]=[CH:8][CH:9]=1)([O-:3])=[O:2].Cl.[CH3:15]O, predict the reaction product. The product is: [N+:1]([C:4]1[CH:5]=[C:6]([CH2:10][C:11]([O:13][CH3:15])=[O:12])[CH:7]=[CH:8][CH:9]=1)([O-:3])=[O:2]. (7) The product is: [C:17]1([C:2]2[CH:7]=[CH:6][C:5]([C:8]3[S:9][C:10]([C:14](=[O:16])[CH3:15])=[C:11]([CH3:13])[N:12]=3)=[CH:4][CH:3]=2)[CH2:22][CH2:21][CH2:20][CH2:19][CH:18]=1. Given the reactants I[C:2]1[CH:7]=[CH:6][C:5]([C:8]2[S:9][C:10]([C:14](=[O:16])[CH3:15])=[C:11]([CH3:13])[N:12]=2)=[CH:4][CH:3]=1.[CH:17]1[CH2:22][CH2:21][CH2:20][CH2:19][CH:18]=1.C(N(CC)CC)C, predict the reaction product. (8) The product is: [CH:25]1([CH:28]([C:35]2[CH:40]=[CH:39][CH:38]=[C:37]([CH2:41][O:13][C:11]3[CH:10]=[CH:9][C:8]([C:14]4[CH:19]=[C:18]([O:20][CH3:21])[CH:17]=[CH:16][C:15]=4[F:22])=[C:7]([O:6][S:3]([C:2]([F:23])([F:1])[F:24])(=[O:5])=[O:4])[CH:12]=3)[CH:36]=2)[CH2:29][C:30]([O:32][CH2:33][CH3:34])=[O:31])[CH2:27][CH2:26]1. Given the reactants [F:1][C:2]([F:24])([F:23])[S:3]([O:6][C:7]1[CH:12]=[C:11]([OH:13])[CH:10]=[CH:9][C:8]=1[C:14]1[CH:19]=[C:18]([O:20][CH3:21])[CH:17]=[CH:16][C:15]=1[F:22])(=[O:5])=[O:4].[CH:25]1([CH:28]([C:35]2[CH:40]=[CH:39][CH:38]=[C:37]([CH2:41]O)[CH:36]=2)[CH2:29][C:30]([O:32][CH2:33][CH3:34])=[O:31])[CH2:27][CH2:26]1.C1(P(C2C=CC=CC=2)C2C=CC=CC=2)C=CC=CC=1.N(C(OCC)=O)=NC(OCC)=O, predict the reaction product.